Dataset: Microsomal clearance measurements from AstraZeneca. Task: Regression/Classification. Given a drug SMILES string, predict its absorption, distribution, metabolism, or excretion properties. Task type varies by dataset: regression for continuous measurements (e.g., permeability, clearance, half-life) or binary classification for categorical outcomes (e.g., BBB penetration, CYP inhibition). For this dataset (clearance_microsome_az), we predict log10(clearance) (log10 of the in vitro intrinsic clearance, CLint, in uL/min per mg of human liver microsomal protein, equivalently mL/min/g; values are censored to the assay range of 3 to 150, which is 0.477 to 2.18 on this log10 scale). (1) The drug is O=C(Nc1nc2ccccc2s1)c1ccccc1. The log10(clearance) is 2.18. (2) The molecule is Cc1cn(Cc2ccccc2)c(=O)[nH]c1=O. The log10(clearance) is 1.30.